This data is from Catalyst prediction with 721,799 reactions and 888 catalyst types from USPTO. The task is: Predict which catalyst facilitates the given reaction. (1) Reactant: CN(C)C=O.N(OC(C)(C)C)=O.Cl.N[C:15]1[CH:16]=[C:17]([CH:40]=[CH:41][C:42]=1[N:43]1[CH:47]=[N:46][CH:45]=[N:44]1)[C:18]([NH:20][C:21]1[C:26]([CH3:27])=[CH:25][C:24]([C:28]([F:37])([C:33]([F:36])([F:35])[F:34])[C:29]([F:32])([F:31])[F:30])=[CH:23][C:22]=1[CH2:38][CH3:39])=[O:19]. Product: [CH2:38]([C:22]1[CH:23]=[C:24]([C:28]([F:37])([C:33]([F:34])([F:35])[F:36])[C:29]([F:31])([F:32])[F:30])[CH:25]=[C:26]([CH3:27])[C:21]=1[NH:20][C:18](=[O:19])[C:17]1[CH:40]=[CH:41][C:42]([N:43]2[CH:47]=[N:46][CH:45]=[N:44]2)=[CH:15][CH:16]=1)[CH3:39]. The catalyst class is: 6. (2) Reactant: [Br:1][C:2]1[CH:7]=[CH:6][C:5]([C:8]([CH:10]2[CH2:15][CH2:14][NH:13][CH2:12][CH2:11]2)=[O:9])=[CH:4][CH:3]=1.[C:16]1([C:18](=[CH:20][CH:21]=[CH:22][CH:23]=1)O)[OH:17].CC1C=CC(S(O)(=O)=O)=CC=1.O. Product: [Br:1][C:2]1[CH:7]=[CH:6][C:5]([C:8]2([CH:10]3[CH2:15][CH2:14][NH:13][CH2:12][CH2:11]3)[O:17][C:16]3[CH:18]=[CH:20][CH:21]=[CH:22][C:23]=3[O:9]2)=[CH:4][CH:3]=1. The catalyst class is: 113. (3) Reactant: Cl.[N:2]1[CH:7]=[CH:6][C:5]([CH2:8][C:9]([OH:11])=[O:10])=[CH:4][CH:3]=1. Product: [NH:2]1[CH2:7][CH2:6][CH:5]([CH2:8][C:9]([OH:11])=[O:10])[CH2:4][CH2:3]1. The catalyst class is: 6. (4) Reactant: Br[CH2:2][CH2:3][CH2:4][CH2:5][CH2:6][CH2:7][CH2:8][CH2:9][C:10]([NH:12][C:13]1[C:14]([S:19][CH3:20])=[N:15][CH:16]=[CH:17][CH:18]=1)=[O:11].[SH:21][C:22]1[O:23][C:24]2[CH:30]=[CH:29][CH:28]=[CH:27][C:25]=2[N:26]=1.C(=O)([O-])[O-].[K+].[K+].C1OCCOCCOCCOCCOCCOC1. Product: [O:23]1[C:24]2[CH:30]=[CH:29][CH:28]=[CH:27][C:25]=2[N:26]=[C:22]1[S:21][CH2:2][CH2:3][CH2:4][CH2:5][CH2:6][CH2:7][CH2:8][CH2:9][C:10]([NH:12][C:13]1[C:14]([S:19][CH3:20])=[N:15][CH:16]=[CH:17][CH:18]=1)=[O:11]. The catalyst class is: 3.